The task is: Regression/Classification. Given a drug SMILES string, predict its absorption, distribution, metabolism, or excretion properties. Task type varies by dataset: regression for continuous measurements (e.g., permeability, clearance, half-life) or binary classification for categorical outcomes (e.g., BBB penetration, CYP inhibition). Dataset: cyp2d6_veith.. This data is from CYP2D6 inhibition data for predicting drug metabolism from PubChem BioAssay. (1) The molecule is Cc1ccc(OCCCC(=O)Nc2ccccc2C(F)(F)F)cc1. The result is 0 (non-inhibitor). (2) The molecule is O=C(N1CCOCC1)N1CCN(c2ccccc2)CC1. The result is 0 (non-inhibitor). (3) The molecule is CN1CCCC2(CCN(C(=O)Oc3ccccc3)CC2)C1. The result is 0 (non-inhibitor). (4) The drug is O=S(=O)(Nc1cccnc1Cl)c1ccc2c(c1)OCCO2. The result is 0 (non-inhibitor). (5) The drug is CC(=O)c1cc(C#N)c(Oc2cccc(C(F)(F)F)c2)nc1C. The result is 0 (non-inhibitor). (6) The compound is CN(C)c1ncc2nc(-c3ccccc3)c(=O)n(Cc3ccc(F)cc3)c2n1. The result is 0 (non-inhibitor). (7) The drug is CCN1C(=O)[C@H]2CC[C@H]3/C(=N\NC(=O)OCc4ccccc4)C[C@@H](O)[C@@H](O)[C@@H]3[C@@H]2C1=O. The result is 0 (non-inhibitor). (8) The drug is O=C(c1cnccn1)N1CCC[C@@]2(CCN(c3ncccn3)C2)C1. The result is 0 (non-inhibitor). (9) The drug is N#CCCn1c(=O)c(-c2ccccc2)nc2cnc(Oc3cccc(Cl)c3)nc21. The result is 0 (non-inhibitor). (10) The compound is CCOC(=O)/C(=C/Nc1ccccc1)[N+](=O)[O-]. The result is 0 (non-inhibitor).